Dataset: Tyrosyl-DNA phosphodiesterase HTS with 341,365 compounds. Task: Binary Classification. Given a drug SMILES string, predict its activity (active/inactive) in a high-throughput screening assay against a specified biological target. The drug is O1c2c(C(CCCCCCC)c3c1c(c(oc3=O)C)C)c(oc(c2C)C)=O. The result is 0 (inactive).